The task is: Predict the product of the given reaction.. This data is from Forward reaction prediction with 1.9M reactions from USPTO patents (1976-2016). (1) Given the reactants [N:1]1([C:7]2[CH:15]=[CH:14][C:13]([N+:16]([O-:18])=[O:17])=[CH:12][C:8]=2[C:9]([OH:11])=O)[CH2:6][CH2:5][O:4][CH2:3][CH2:2]1.[N:19]1([C:25]2[S:26][C:27]([C:30]#[N:31])=[CH:28][N:29]=2)[CH2:24][CH2:23][NH:22][CH2:21][CH2:20]1, predict the reaction product. The product is: [N:1]1([C:7]2[CH:15]=[CH:14][C:13]([N+:16]([O-:18])=[O:17])=[CH:12][C:8]=2[C:9]([N:22]2[CH2:23][CH2:24][N:19]([C:25]3[S:26][C:27]([C:30]#[N:31])=[CH:28][N:29]=3)[CH2:20][CH2:21]2)=[O:11])[CH2:2][CH2:3][O:4][CH2:5][CH2:6]1. (2) Given the reactants [CH:1]1[C:13]2[NH:12][C:11]3[C:6](=[CH:7][CH:8]=[CH:9][CH:10]=3)[C:5]=2[CH:4]=[CH:3][CH:2]=1.[Br:14][CH2:15][CH2:16][CH2:17][CH2:18][CH2:19][CH2:20]Br.[H-].[Na+], predict the reaction product. The product is: [Br:14][CH2:15][CH2:16][CH2:17][CH2:18][CH2:19][CH2:20][N:12]1[C:11]2[CH:10]=[CH:9][CH:8]=[CH:7][C:6]=2[C:5]2[C:13]1=[CH:1][CH:2]=[CH:3][CH:4]=2.